This data is from Forward reaction prediction with 1.9M reactions from USPTO patents (1976-2016). The task is: Predict the product of the given reaction. (1) Given the reactants [N+:1]([C:4]1[CH:14]=[CH:13][CH:12]=[C:11]2[C:5]=1[CH:6]=[CH:7][O:8][C:9]2=O)([O-:3])=[O:2].[NH3:15], predict the reaction product. The product is: [N+:1]([C:4]1[CH:14]=[CH:13][CH:12]=[C:11]2[C:5]=1[CH:6]=[CH:7][NH:15][C:9]2=[O:8])([O-:3])=[O:2]. (2) Given the reactants Cl[C:2](OC(Cl)(Cl)Cl)=[O:3].[NH2:9][C:10]1[C:11]([F:27])=[CH:12][C:13]([Cl:26])=[C:14]([CH:25]=1)[O:15][CH2:16]/[C:17](/[O:23][CH3:24])=[CH:18]\[C:19]([O:21][CH3:22])=[O:20], predict the reaction product. The product is: [Cl:26][C:13]1[CH:12]=[C:11]([F:27])[C:10]([N:9]=[C:2]=[O:3])=[CH:25][C:14]=1[O:15][CH2:16]/[C:17](/[O:23][CH3:24])=[CH:18]\[C:19]([O:21][CH3:22])=[O:20]. (3) Given the reactants IC.[C:3]([O:7][C:8](=[O:19])[NH:9][C:10]1[CH:15]=[C:14]([CH3:16])[C:13]([Br:17])=[C:12]([CH3:18])[CH:11]=1)([CH3:6])([CH3:5])[CH3:4].[C:20](=O)([O-])[O-].[Cs+].[Cs+].[Cl-].[NH4+], predict the reaction product. The product is: [C:3]([O:7][C:8](=[O:19])[N:9]([C:10]1[CH:11]=[C:12]([CH3:18])[C:13]([Br:17])=[C:14]([CH3:16])[CH:15]=1)[CH3:20])([CH3:6])([CH3:5])[CH3:4]. (4) Given the reactants [F:1][C:2]1([F:17])[CH2:7][CH2:6][CH:5]([C:8]([C:10]2[C:15](F)=[CH:14][CH:13]=[CH:12]N=2)=[O:9])[CH2:4][CH2:3]1.[BH4-].[Na+].[CH3:20]O, predict the reaction product. The product is: [F:1][C:2]1([F:17])[CH2:7][CH2:6][CH:5]([CH:8]([C:10]2[CH:20]=[CH:12][CH:13]=[CH:14][CH:15]=2)[OH:9])[CH2:4][CH2:3]1.